This data is from Forward reaction prediction with 1.9M reactions from USPTO patents (1976-2016). The task is: Predict the product of the given reaction. (1) Given the reactants [O:1]1[CH2:6][CH2:5][N:4]([C:7]2[C:8]([NH2:26])=[N:9][C:10]3[C:15]([CH:16]=2)=[CH:14][C:13](B2OC(C)(C)C(C)(C)O2)=[CH:12][CH:11]=3)[CH2:3][CH2:2]1.Br[C:28]1[C:33]([CH3:34])=[CH:32][CH:31]=[CH:30][C:29]=1[C:35]1[C:44]2[C:39](=[CH:40][CH:41]=[CH:42][CH:43]=2)[CH2:38][CH2:37][N:36]=1.P([O-])([O-])([O-])=O.[K+].[K+].[K+].C1(P(C2CCCCC2)C2C=CC=CC=2C2C(C(C)C)=CC(C(C)C)=CC=2C(C)C)CCCCC1, predict the reaction product. The product is: [C:35]1([C:29]2[CH:30]=[CH:31][CH:32]=[C:33]([CH3:34])[C:28]=2[C:13]2[CH:14]=[C:15]3[C:10](=[CH:11][CH:12]=2)[N:9]=[C:8]([NH2:26])[C:7]([N:4]2[CH2:3][CH2:2][O:1][CH2:6][CH2:5]2)=[CH:16]3)[C:44]2[C:39](=[CH:40][CH:41]=[CH:42][CH:43]=2)[CH2:38][CH2:37][N:36]=1. (2) Given the reactants [CH3:1][C:2]([CH3:5])([O-:4])[CH3:3].[Li+].Br[CH2:8][C:9]([OH:11])=[O:10].Cl, predict the reaction product. The product is: [C:2]([O:4][CH2:8][C:9]([OH:11])=[O:10])([CH3:5])([CH3:3])[CH3:1]. (3) Given the reactants Cl[C:2]1[N:10]=[C:9]2[C:5]([N:6]=[CH:7][N:8]2[CH2:11][O:12][CH2:13][CH2:14][Si:15]([CH3:18])([CH3:17])[CH3:16])=[C:4]([C:19]2[O:20][CH:21]=[CH:22][CH:23]=2)[N:3]=1.[CH3:24][NH:25][CH3:26], predict the reaction product. The product is: [CH3:24][N:25]([CH3:26])[C:2]1[N:10]=[C:9]2[C:5]([N:6]=[CH:7][N:8]2[CH2:11][O:12][CH2:13][CH2:14][Si:15]([CH3:18])([CH3:17])[CH3:16])=[C:4]([C:19]2[O:20][CH:21]=[CH:22][CH:23]=2)[N:3]=1. (4) The product is: [CH2:6]([O:8][C:9]([C:10]1[C:27]([C:29]2[CH:34]=[CH:33][C:32]([F:35])=[CH:31][CH:30]=2)=[CH:26][NH:25][C:11]=1[CH2:12][CH2:13][NH:14][C:15]([O:17][C:18]([CH3:21])([CH3:20])[CH3:19])=[O:16])=[O:23])[CH3:7]. Given the reactants C([O-])(=O)C.[Na+].[CH2:6]([O:8][C:9](=[O:23])[CH2:10][C:11](=O)[CH2:12][CH2:13][NH:14][C:15]([O:17][C:18]([CH3:21])([CH3:20])[CH3:19])=[O:16])[CH3:7].Cl.[NH2:25][CH2:26][C:27]([C:29]1[CH:34]=[CH:33][C:32]([F:35])=[CH:31][CH:30]=1)=O, predict the reaction product. (5) Given the reactants [C:1]([C:3]1[C:22](F)=[CH:21][C:20]([F:24])=[CH:19][C:4]=1[O:5][C:6]1[CH:7]=[C:8]([NH:12][S:13]([N:16]([CH3:18])[CH3:17])(=[O:15])=[O:14])[CH:9]=[CH:10][CH:11]=1)#[N:2].[F:25][C:26]1[CH:31]=[C:30]([I:32])[CH:29]=[CH:28][C:27]=1[NH2:33].CC(C)([O-])C.[K+], predict the reaction product. The product is: [C:1]([C:3]1[C:22]([NH:33][C:27]2[CH:28]=[CH:29][C:30]([I:32])=[CH:31][C:26]=2[F:25])=[CH:21][C:20]([F:24])=[CH:19][C:4]=1[O:5][C:6]1[CH:7]=[C:8]([NH:12][S:13]([N:16]([CH3:18])[CH3:17])(=[O:15])=[O:14])[CH:9]=[CH:10][CH:11]=1)#[N:2]. (6) Given the reactants C([O:3][C:4](=[O:17])[C:5]([F:16])([F:15])[C:6]1[CH:11]=[CH:10][CH:9]=[CH:8][C:7]=1[N+:12]([O-:14])=[O:13])C.Cl, predict the reaction product. The product is: [F:15][C:5]([F:16])([C:6]1[CH:11]=[CH:10][CH:9]=[CH:8][C:7]=1[N+:12]([O-:14])=[O:13])[C:4]([OH:17])=[O:3]. (7) Given the reactants Br[CH2:2][C:3]1[NH:8][C:7]([C:9]2[CH:14]=[N:13][CH:12]=[CH:11][N:10]=2)=[N:6][CH:5]([C:15]2[CH:20]=[CH:19][C:18]([F:21])=[CH:17][C:16]=2[Cl:22])[C:4]=1[C:23]([O:25][CH2:26][CH3:27])=[O:24].[NH:28]1[CH2:33][CH2:32][O:31][CH2:30][CH:29]1[C:34]([OH:36])=[O:35], predict the reaction product. The product is: [Cl:22][C:16]1[CH:17]=[C:18]([F:21])[CH:19]=[CH:20][C:15]=1[CH:5]1[N:6]=[C:7]([C:9]2[CH:14]=[N:13][CH:12]=[CH:11][N:10]=2)[NH:8][C:3]([CH2:2][N:28]2[CH2:33][CH2:32][O:31][CH2:30][CH:29]2[C:34]([OH:36])=[O:35])=[C:4]1[C:23]([O:25][CH2:26][CH3:27])=[O:24]. (8) The product is: [Cl-:25].[CH3:17][O:16][C:14](=[O:15])[CH:13]([NH:12][C:10](=[O:11])[CH:9]([NH3+:8])[CH2:22][C:23]#[CH:24])[CH2:18][CH:19]([CH3:21])[CH3:20]. Given the reactants C(OC([NH:8][CH:9]([CH2:22][C:23]#[CH:24])[C:10]([NH:12][CH:13]([CH2:18][CH:19]([CH3:21])[CH3:20])[C:14]([O:16][CH3:17])=[O:15])=[O:11])=O)(C)(C)C.[ClH:25].O1CCOCC1, predict the reaction product. (9) Given the reactants C([NH:4][C:5]1[N:9]([CH:10]2[CH2:15][CH2:14][CH2:13][N:12]([C:16]([O:18][C:19]([CH3:22])([CH3:21])[CH3:20])=[O:17])[CH2:11]2)[N:8]=[C:7]([C:23]2[CH:28]=[CH:27][C:26]([O:29][C:30]3[CH:35]=[CH:34][C:33]([F:36])=[CH:32][CH:31]=3)=[CH:25][C:24]=2[Cl:37])[C:6]=1[C:38](O)=[O:39])(=O)C.O[N:42]1C2C=CC=CC=2N=N1.Cl.CN(C)CCCN=C=N.N.O1CCOCC1, predict the reaction product. The product is: [NH2:4][C:5]1[N:9]([CH:10]2[CH2:15][CH2:14][CH2:13][N:12]([C:16]([O:18][C:19]([CH3:22])([CH3:21])[CH3:20])=[O:17])[CH2:11]2)[N:8]=[C:7]([C:23]2[CH:28]=[CH:27][C:26]([O:29][C:30]3[CH:31]=[CH:32][C:33]([F:36])=[CH:34][CH:35]=3)=[CH:25][C:24]=2[Cl:37])[C:6]=1[C:38](=[O:39])[NH2:42].